This data is from Reaction yield outcomes from USPTO patents with 853,638 reactions. The task is: Predict the reaction yield, written as a fraction of the theoretical maximum amount of product (1.0 means a 100% yield; for example, 0.34 means a 34% yield). (1) The reactants are [CH2:1]([O:3][C:4](=[O:22])[C:5]([C:10](=[O:21])[C:11]1[CH:16]=[C:15]([F:17])[C:14]([F:18])=[C:13]([Cl:19])[C:12]=1[F:20])=[CH:6]OCC)[CH3:2].[N:23]1([CH2:29][C:30]2[CH:31]=[C:32]([NH2:36])[CH:33]=[CH:34][CH:35]=2)[CH2:28][CH2:27][CH2:26][CH2:25][CH2:24]1. The catalyst is CCO. The product is [CH2:1]([O:3][C:4](=[O:22])[C:5]([C:10](=[O:21])[C:11]1[CH:16]=[C:15]([F:17])[C:14]([F:18])=[C:13]([Cl:19])[C:12]=1[F:20])=[CH:6][NH:36][C:32]1[CH:33]=[CH:34][CH:35]=[C:30]([CH2:29][N:23]2[CH2:24][CH2:25][CH2:26][CH2:27][CH2:28]2)[CH:31]=1)[CH3:2]. The yield is 0.700. (2) The reactants are C([C@@H]1COC(=O)N1C([C@@H:16]1[C@@H:20]([C:21]2[CH:26]=[CH:25][C:24]([F:27])=[CH:23][CH:22]=2)[CH2:19][N:18]([C:28]([O:30][C:31]([CH3:34])([CH3:33])[CH3:32])=[O:29])[CH2:17]1)=O)C1C=CC=CC=1.[OH:35]O.[OH-].[Li+].C1[CH2:43][O:42]CC1. The catalyst is O.S([O-])([O-])(=O)=S.[Na+].[Na+]. The product is [C:31]([O:30][C:28]([N:18]1[CH2:19][C@H:20]([C:21]2[CH:26]=[CH:25][C:24]([F:27])=[CH:23][CH:22]=2)[C@@H:16]([C:43]([OH:42])=[O:35])[CH2:17]1)=[O:29])([CH3:34])([CH3:32])[CH3:33]. The yield is 0.880. (3) The reactants are Cl[CH:2]([C:4]1[CH:9]=[CH:8][CH:7]=[CH:6][CH:5]=1)[CH3:3].[Cl:10][SiH:11]([Cl:13])[Cl:12]. The yield is 0.350. The product is [Cl:10][Si:11]([Cl:13])([Cl:12])[CH:2]([C:4]1[CH:9]=[CH:8][CH:7]=[CH:6][CH:5]=1)[CH3:3]. The catalyst is [Cl-].C([P+](CCCC)(CCCC)CCCC)CCC.